The task is: Predict the reaction yield, written as a fraction of the theoretical maximum amount of product (1.0 means a 100% yield; for example, 0.34 means a 34% yield).. This data is from Reaction yield outcomes from USPTO patents with 853,638 reactions. (1) The reactants are [CH2:1]([N:8]1[CH2:11][C:10]([CH2:18]CS([O-])(=O)=O)([CH2:12]CS([O-])(=O)=O)[CH2:9]1)[C:2]1[CH:7]=[CH:6][CH:5]=[CH:4][CH:3]=1.[NH2:24][C:25]1[NH:29][N:28]=[C:27]([C:30]2[CH:35]=[CH:34][C:33]([O:36][C:37]3[CH:42]=[CH:41][CH:40]=[CH:39][CH:38]=3)=[CH:32][CH:31]=2)[C:26]=1[C:43]#[N:44].C([O-])([O-])=O.[K+].[K+]. The catalyst is CN(C=O)C. The product is [CH2:1]([N:8]1[CH2:9][C:10]2([CH2:12][N:29]3[N:28]=[C:27]([C:30]4[CH:35]=[CH:34][C:33]([O:36][C:37]5[CH:38]=[CH:39][CH:40]=[CH:41][CH:42]=5)=[CH:32][CH:31]=4)[C:26]([C:43]#[N:44])=[C:25]3[NH:24][CH2:18]2)[CH2:11]1)[C:2]1[CH:3]=[CH:4][CH:5]=[CH:6][CH:7]=1. The yield is 0.100. (2) The reactants are O1CCCCC1[N:7]1[C:15]2[C:10](=[CH:11][C:12]([C:16]3[N:20]=[CH:19][N:18](C(C4C=CC=CC=4)(C4C=CC=CC=4)C4C=CC=CC=4)[N:17]=3)=[CH:13][CH:14]=2)[C:9]([C:40]2[CH:41]=[C:42]([CH:47]=[CH:48][CH:49]=2)[C:43](OC)=[O:44])=[N:8]1.O.[OH-].[Li+].C[NH:54]N(CC)NC.O.ON1C2C=CC=CC=2N=N1.Cl.[CH3:72][N:73]([CH3:82])[CH2:74][CH2:75]CN=C=NCC.Cl.C(=O)(O)[O-].[Na+]. The catalyst is O1CCOCC1.O1CCCC1.O1CCCC1.O. The product is [NH:17]1[C:16]([C:12]2[CH:11]=[C:10]3[C:15](=[CH:14][CH:13]=2)[NH:7][N:8]=[C:9]3[C:40]2[CH:41]=[C:42]([C:43]([NH:54][CH2:75][CH2:74][N:73]([CH3:72])[CH3:82])=[O:44])[CH:47]=[CH:48][CH:49]=2)=[N:20][CH:19]=[N:18]1. The yield is 0.310. (3) The reactants are [NH2:1][C:2]1[CH:10]=[CH:9][C:5]([C:6]([OH:8])=O)=[CH:4][N:3]=1.CN(C(ON1N=NC2C=CC=NC1=2)=[N+](C)C)C.F[P-](F)(F)(F)(F)F.C(N(CC)CC)C.[F:42][C:43]1[CH:63]=[C:62]([S:64]([CH3:67])(=[O:66])=[O:65])[CH:61]=[CH:60][C:44]=1[O:45][C:46]1[C:51]([CH3:52])=[C:50]([O:53][CH:54]2[CH2:59][CH2:58][NH:57][CH2:56][CH2:55]2)[N:49]=[CH:48][N:47]=1. The catalyst is CN(C=O)C. The product is [NH2:1][C:2]1[N:3]=[CH:4][C:5]([C:6]([N:57]2[CH2:58][CH2:59][CH:54]([O:53][C:50]3[C:51]([CH3:52])=[C:46]([O:45][C:44]4[CH:60]=[CH:61][C:62]([S:64]([CH3:67])(=[O:65])=[O:66])=[CH:63][C:43]=4[F:42])[N:47]=[CH:48][N:49]=3)[CH2:55][CH2:56]2)=[O:8])=[CH:9][CH:10]=1. The yield is 0.907. (4) The reactants are C[Si](C#CC1C=CN=CC=1)(C)C.CCCC[Sn](O[Sn](CCCC)(CCCC)CCCC)(CCCC)CCCC.[CH2:40]([Sn:44]([C:53]#[C:54][C:55]1[CH:60]=[CH:59][N:58]=[CH:57][CH:56]=1)([CH2:49][CH2:50][CH2:51][CH3:52])[CH2:45][CH2:46][CH2:47][CH3:48])[CH2:41][CH2:42][CH3:43].C(C1C=CN=CC=1)#C.[N:69]([CH2:72][C:73]1[CH:78]=[C:77]([C:79]([F:82])([F:81])[F:80])[CH:76]=[C:75]([C:83]([F:86])([F:85])[F:84])[CH:74]=1)=[N+:70]=[N-:71]. The catalyst is C1COCC1.C[Si](C)(C)[O-].[K+]. The product is [F:80][C:79]([F:81])([F:82])[C:77]1[CH:78]=[C:73]([CH:74]=[C:75]([C:83]([F:86])([F:84])[F:85])[CH:76]=1)[CH2:72][N:69]1[C:54]([C:55]2[CH:56]=[CH:57][N:58]=[CH:59][CH:60]=2)=[C:53]([Sn:44]([CH2:45][CH2:46][CH2:47][CH3:48])([CH2:49][CH2:50][CH2:51][CH3:52])[CH2:40][CH2:41][CH2:42][CH3:43])[N:71]=[N:70]1. The yield is 0.820. (5) The reactants are [CH3:1][C:2]1[CH:7]=[CH:6][CH:5]=[CH:4][C:3]=1[NH:8][C:9]1[N:14]2[N:15]=[CH:16][C:17]([C:18](O)=[O:19])=[C:13]2[N:12]=[CH:11][C:10]=1[C:21]([N:23]1[CH2:28][CH2:27][C:26]2([C:36]3[C:31](=[CH:32][CH:33]=[CH:34][CH:35]=3)[CH:30]=[CH:29]2)[CH2:25][CH2:24]1)=[O:22].[CH3:37][S:38]([NH2:41])(=[O:40])=[O:39]. No catalyst specified. The product is [CH3:1][C:2]1[CH:7]=[CH:6][CH:5]=[CH:4][C:3]=1[NH:8][C:9]1[N:14]2[N:15]=[CH:16][C:17]([C:18]([NH:41][S:38]([CH3:37])(=[O:40])=[O:39])=[O:19])=[C:13]2[N:12]=[CH:11][C:10]=1[C:21]([N:23]1[CH2:28][CH2:27][C:26]2([C:36]3[C:31](=[CH:32][CH:33]=[CH:34][CH:35]=3)[CH:30]=[CH:29]2)[CH2:25][CH2:24]1)=[O:22]. The yield is 0.0750.